Task: Predict the product of the given reaction.. Dataset: Forward reaction prediction with 1.9M reactions from USPTO patents (1976-2016) (1) Given the reactants [Br:1][C:2]1[CH:3]=[C:4]([NH:10][C:11]2[CH:16]=[CH:15][C:14]([N:17]3[CH2:22][CH2:21][NH:20][CH2:19][C@@H:18]3[CH2:23][CH3:24])=[CH:13][N:12]=2)[C:5](=[O:9])[N:6]([CH3:8])[CH:7]=1.[O:25]1[CH2:28][C:27](=O)[CH2:26]1.[BH3-]C#N.[Na+].O, predict the reaction product. The product is: [Br:1][C:2]1[CH:3]=[C:4]([NH:10][C:11]2[CH:16]=[CH:15][C:14]([N:17]3[CH2:22][CH2:21][N:20]([CH:27]4[CH2:28][O:25][CH2:26]4)[CH2:19][C@@H:18]3[CH2:23][CH3:24])=[CH:13][N:12]=2)[C:5](=[O:9])[N:6]([CH3:8])[CH:7]=1. (2) Given the reactants [Br:1][CH2:2][C:3]1[CH:39]=[CH:38][C:6]([CH2:7][O:8][C:9]2[CH:14]=[CH:13][C:12]([C@H:15]3[N:18]([C:19]4[CH:24]=[CH:23][C:22]([F:25])=[CH:21][CH:20]=4)[C:17](=[O:26])[C@@H:16]3[CH2:27][CH2:28][C@@H:29]([C:31]3[CH:36]=[CH:35][C:34]([F:37])=[CH:33][CH:32]=3)[OH:30])=[CH:11][CH:10]=2)=[CH:5][CH:4]=1.[N:40]12[CH2:47][CH2:46][N:43]([CH2:44][CH2:45]1)[CH2:42][CH2:41]2.[Br-], predict the reaction product. The product is: [Br-:1].[F:25][C:22]1[CH:21]=[CH:20][C:19]([N:18]2[C:17](=[O:26])[C@H:16]([CH2:27][CH2:28][C@@H:29]([C:31]3[CH:36]=[CH:35][C:34]([F:37])=[CH:33][CH:32]=3)[OH:30])[C@H:15]2[C:12]2[CH:11]=[CH:10][C:9]([O:8][CH2:7][C:6]3[CH:5]=[CH:4][C:3]([CH2:2][N+:40]45[CH2:47][CH2:46][N:43]([CH2:44][CH2:45]4)[CH2:42][CH2:41]5)=[CH:39][CH:38]=3)=[CH:14][CH:13]=2)=[CH:24][CH:23]=1.